From a dataset of Catalyst prediction with 721,799 reactions and 888 catalyst types from USPTO. Predict which catalyst facilitates the given reaction. (1) Reactant: [N+:1]([C:4]1[CH:9]=[CH:8][C:7]([N:10]2[CH2:15][CH2:14][CH2:13][CH:12]([NH:16][C:17](=[O:23])[O:18][C:19]([CH3:22])([CH3:21])[CH3:20])[CH2:11]2)=[CH:6][CH:5]=1)([O-])=O. Product: [NH2:1][C:4]1[CH:9]=[CH:8][C:7]([N:10]2[CH2:15][CH2:14][CH2:13][CH:12]([NH:16][C:17](=[O:23])[O:18][C:19]([CH3:21])([CH3:20])[CH3:22])[CH2:11]2)=[CH:6][CH:5]=1. The catalyst class is: 29. (2) Reactant: [Na].[NH2:2][OH:3].[OH2:4].CO[C:7](=O)[C:8]1[CH:13]=[CH:12][C:11]([CH2:14][N:15]2[CH:20]([C:21]3[C:26]([CH3:27])=[CH:25][CH:24]=[CH:23][N:22]=3)[CH2:19][CH2:18][CH2:17][CH:16]2[C:28]2[C:33](C)=[CH:32][CH:31]=[CH:30][N:29]=2)=[C:10]([CH2:35][OH:36])[CH:9]=1.[C:38]([O-])(O)=O.[Na+]. Product: [CH3:27][C:26]1([CH3:38])[CH:25]=[CH:24][CH:23]=[N:22][CH:21]1[CH:20]1[CH2:19][CH2:18][CH2:17][CH:16]([C:28]2[CH:33]=[CH:32][CH:31]=[CH:30][N:29]=2)[N:15]1[CH2:14][C:11]1[CH:12]=[CH:13][C:8]([C:7]([NH:2][OH:3])=[O:4])=[CH:9][C:10]=1[CH2:35][OH:36]. The catalyst class is: 254. (3) Reactant: C[O:2][C:3](=[O:20])[CH:4]=[CH:5][C:6]1[CH:11]=[CH:10][C:9]([C:12]([F:15])([F:14])[F:13])=[CH:8][C:7]=1[NH:16][CH2:17][CH2:18][CH3:19].[Li+].[OH-]. Product: [CH2:17]([NH:16][C:7]1[CH:8]=[C:9]([C:12]([F:13])([F:15])[F:14])[CH:10]=[CH:11][C:6]=1[CH:5]=[CH:4][C:3]([OH:20])=[O:2])[CH2:18][CH3:19]. The catalyst class is: 36. (4) Reactant: [CH3:1][O:2][C:3]1[N:8]=[C:7]([N:9]2[CH2:14][CH2:13][O:12][CH2:11][CH2:10]2)[C:6]([N+:15]([O-])=O)=[CH:5][CH:4]=1.C1CCCCC=1. Product: [CH3:1][O:2][C:3]1[N:8]=[C:7]([N:9]2[CH2:10][CH2:11][O:12][CH2:13][CH2:14]2)[C:6]([NH2:15])=[CH:5][CH:4]=1. The catalyst class is: 63.